This data is from Forward reaction prediction with 1.9M reactions from USPTO patents (1976-2016). The task is: Predict the product of the given reaction. (1) Given the reactants Cl[C:2]1[N:3]=[C:4]([N:24]2[CH2:29][CH2:28][O:27][CH2:26][CH2:25]2)[C:5]2[S:10][C:9]([CH2:11][N:12]3[CH2:17][CH2:16][N:15]([C:18]([CH3:23])([CH3:22])[C:19]([NH2:21])=[O:20])[CH2:14][CH2:13]3)=[CH:8][C:6]=2[N:7]=1.[CH3:30][O:31][C:32]1[C:40]2[C:35](=[CH:36][CH:37]=[CH:38][CH:39]=2)[NH:34][N:33]=1, predict the reaction product. The product is: [CH3:30][O:31][C:32]1[C:40]2[C:35](=[CH:36][CH:37]=[CH:38][CH:39]=2)[N:34]([C:2]2[N:3]=[C:4]([N:24]3[CH2:29][CH2:28][O:27][CH2:26][CH2:25]3)[C:5]3[S:10][C:9]([CH2:11][N:12]4[CH2:13][CH2:14][N:15]([C:18]([CH3:23])([CH3:22])[C:19]([NH2:21])=[O:20])[CH2:16][CH2:17]4)=[CH:8][C:6]=3[N:7]=2)[N:33]=1. (2) Given the reactants [C:1]1([CH3:9])[CH:6]=[CH:5][CH:4]=[C:3]([NH:7][OH:8])[CH:2]=1.[C:10](=[O:13])([O-])[O-].[K+].[K+].O.[C:17](OCC)(=O)[CH3:18], predict the reaction product. The product is: [C:1]1([CH3:9])[CH:6]=[CH:5][CH:4]=[C:3]([N:7]2[C:10](=[O:13])[CH2:18][CH2:17][O:8]2)[CH:2]=1. (3) Given the reactants [CH3:1][C:2]1([CH3:15])[C:11]2[C:6]3=[C:7]([NH:12][C:13](=[O:14])[N:5]3[CH2:4][CH2:3]1)[CH:8]=[CH:9][CH:10]=2.[H-].[Na+].[CH2:18](Br)[CH:19]=[CH2:20], predict the reaction product. The product is: [CH2:20]([N:12]1[C:7]2=[C:6]3[C:11](=[CH:10][CH:9]=[CH:8]2)[C:2]([CH3:15])([CH3:1])[CH2:3][CH2:4][N:5]3[C:13]1=[O:14])[CH:19]=[CH2:18]. (4) Given the reactants [C:1]([O:5][C:6]([N:8]1[CH2:12][CH2:11][CH2:10][CH:9]1[C:13]1[NH:14][C:15](Br)=[CH:16][N:17]=1)=[O:7])([CH3:4])([CH3:3])[CH3:2].[Cl:19][C:20]1[CH:25]=[CH:24][C:23](B(O)O)=[C:22]([CH:29]=[O:30])[CH:21]=1, predict the reaction product. The product is: [C:1]([O:5][C:6]([N:8]1[CH2:12][CH2:11][CH2:10][CH:9]1[C:13]1[NH:14][C:15]([C:23]2[CH:24]=[CH:25][C:20]([Cl:19])=[CH:21][C:22]=2[CH:29]=[O:30])=[CH:16][N:17]=1)=[O:7])([CH3:4])([CH3:3])[CH3:2]. (5) Given the reactants [Cl:1][C:2]1[C:7]([Cl:8])=[C:6]([C:9]([OH:18])([C:14]([F:17])([F:16])[F:15])[C:10]([F:13])([F:12])[F:11])[CH:5]=[CH:4][C:3]=1[C:19]1[S:23][C:22]([C:24]([N:26]2[CH2:31][CH2:30][S:29](=[O:39])(=[N:32]C(=O)C(F)(F)F)[CH2:28][CH2:27]2)=[O:25])=[N:21][C:20]=1[C:40]([N:42]([CH2:45][CH3:46])[CH2:43][CH3:44])=[O:41].C([O-])([O-])=O.[K+].[K+], predict the reaction product. The product is: [Cl:1][C:2]1[C:7]([Cl:8])=[C:6]([C:9]([OH:18])([C:10]([F:12])([F:11])[F:13])[C:14]([F:15])([F:17])[F:16])[CH:5]=[CH:4][C:3]=1[C:19]1[S:23][C:22]([C:24]([N:26]2[CH2:27][CH2:28][S:29](=[NH:32])(=[O:39])[CH2:30][CH2:31]2)=[O:25])=[N:21][C:20]=1[C:40]([N:42]([CH2:45][CH3:46])[CH2:43][CH3:44])=[O:41].